From a dataset of Catalyst prediction with 721,799 reactions and 888 catalyst types from USPTO. Predict which catalyst facilitates the given reaction. (1) Reactant: [NH2:1][C:2]1[CH:7]=[C:6]([C:8]([O:10][CH3:11])=[O:9])[C:5]([F:12])=[CH:4][C:3]=1[C:13]([O:15][CH3:16])=[O:14].C(=O)(O)[O-].[Na+].[C:22](Cl)(Cl)=[S:23]. Product: [F:12][C:5]1[CH:4]=[C:3]([C:13]([O:15][CH3:16])=[O:14])[C:2]([N:1]=[C:22]=[S:23])=[CH:7][C:6]=1[C:8]([O:10][CH3:11])=[O:9]. The catalyst class is: 22. (2) Reactant: C([O:3][C:4](=[O:28])[C:5]1[CH:10]=[CH:9][C:8]([C:11]#[C:12][C:13]2[CH:14]=[C:15]3[C:20](=[CH:21][CH:22]=2)[N:19]([CH:23]2[CH2:25][CH2:24]2)[CH2:18][CH2:17][C:16]3([CH3:27])[CH3:26])=[CH:7][CH:6]=1)C.[OH-].[Na+]. Product: [CH:23]1([N:19]2[C:20]3[C:15](=[CH:14][C:13]([C:12]#[C:11][C:8]4[CH:7]=[CH:6][C:5]([C:4]([OH:28])=[O:3])=[CH:10][CH:9]=4)=[CH:22][CH:21]=3)[C:16]([CH3:27])([CH3:26])[CH2:17][CH2:18]2)[CH2:24][CH2:25]1. The catalyst class is: 8. (3) The catalyst class is: 7. Reactant: Cl[CH2:2][C:3]1[O:4][C:5]([C:8]2[CH:13]=[CH:12][C:11]([I:14])=[CH:10][CH:9]=2)=[N:6][N:7]=1.[I-].[K+].[CH3:17][NH:18][CH3:19]. Product: [I:14][C:11]1[CH:12]=[CH:13][C:8]([C:5]2[O:4][C:3]([CH2:2][N:18]([CH3:19])[CH3:17])=[N:7][N:6]=2)=[CH:9][CH:10]=1.